From a dataset of Full USPTO retrosynthesis dataset with 1.9M reactions from patents (1976-2016). Predict the reactants needed to synthesize the given product. (1) Given the product [CH3:16][N:12]1[CH:13]=[CH:14][N:15]=[C:11]1[C:9]1[S:10][C:3]2[C:4](=[N:5][CH:6]=[CH:7][C:2]=2[O:17][C:18]2[CH:19]=[CH:20][C:21]([CH2:24][C:25]([OH:27])=[O:26])=[CH:22][CH:23]=2)[CH:8]=1, predict the reactants needed to synthesize it. The reactants are: Cl[C:2]1[CH:7]=[CH:6][N:5]=[C:4]2[CH:8]=[C:9]([C:11]3[N:12]([CH3:16])[CH:13]=[CH:14][N:15]=3)[S:10][C:3]=12.[OH:17][C:18]1[CH:23]=[CH:22][C:21]([CH2:24][C:25]([OH:27])=[O:26])=[CH:20][CH:19]=1. (2) Given the product [CH3:8][O:9][C:10]1[CH:11]=[CH:12][C:13]([C:16]2[CH:17]=[CH:18][C:19]([S:22]([NH:25][CH:26]([CH2:31][CH:32]([OH:34])[CH2:33][S:7][CH2:1][C:2]3[O:6][CH:5]=[CH:4][CH:3]=3)[C:27]([OH:29])=[O:28])(=[O:23])=[O:24])=[CH:20][CH:21]=2)=[CH:14][CH:15]=1, predict the reactants needed to synthesize it. The reactants are: [CH2:1]([SH:7])[C:2]1[O:6][CH:5]=[CH:4][CH:3]=1.[CH3:8][O:9][C:10]1[CH:15]=[CH:14][C:13]([C:16]2[CH:21]=[CH:20][C:19]([S:22]([NH:25][CH:26]([CH2:31][CH:32]3[O:34][CH2:33]3)[C:27]([O:29]C)=[O:28])(=[O:24])=[O:23])=[CH:18][CH:17]=2)=[CH:12][CH:11]=1. (3) The reactants are: Cl[C:2]1[CH:11]=[CH:10][C:9]2[C:4](=[C:5]([C:12]3[NH:20][C:19]4[CH2:18][CH2:17][NH:16][C:15](=[O:21])[C:14]=4[CH:13]=3)[CH:6]=[CH:7][CH:8]=2)[N:3]=1.[N:22]1[CH:27]=[CH:26][CH:25]=[CH:24][C:23]=1[NH2:28].CC(C1C=C(C(C)C)C(C2C(P(C3CCCCC3)C3CCCCC3)=C(OC)C=CC=2OC)=C(C(C)C)C=1)C.[Li+].C[Si]([N-][Si](C)(C)C)(C)C. Given the product [N:22]1[CH:27]=[CH:26][CH:25]=[CH:24][C:23]=1[NH:28][C:2]1[CH:11]=[CH:10][C:9]2[C:4](=[C:5]([C:12]3[NH:20][C:19]4[CH2:18][CH2:17][NH:16][C:15](=[O:21])[C:14]=4[CH:13]=3)[CH:6]=[CH:7][CH:8]=2)[N:3]=1, predict the reactants needed to synthesize it.